Dataset: NCI-60 drug combinations with 297,098 pairs across 59 cell lines. Task: Regression. Given two drug SMILES strings and cell line genomic features, predict the synergy score measuring deviation from expected non-interaction effect. (1) Drug 1: CC1=C2C(C(=O)C3(C(CC4C(C3C(C(C2(C)C)(CC1OC(=O)C(C(C5=CC=CC=C5)NC(=O)OC(C)(C)C)O)O)OC(=O)C6=CC=CC=C6)(CO4)OC(=O)C)OC)C)OC. Drug 2: CCC1=CC2CC(C3=C(CN(C2)C1)C4=CC=CC=C4N3)(C5=C(C=C6C(=C5)C78CCN9C7C(C=CC9)(C(C(C8N6C)(C(=O)OC)O)OC(=O)C)CC)OC)C(=O)OC.C(C(C(=O)O)O)(C(=O)O)O. Cell line: SNB-19. Synergy scores: CSS=67.0, Synergy_ZIP=9.45, Synergy_Bliss=8.93, Synergy_Loewe=11.0, Synergy_HSA=14.2. (2) Drug 1: CC1=CC=C(C=C1)C2=CC(=NN2C3=CC=C(C=C3)S(=O)(=O)N)C(F)(F)F. Drug 2: C1CN1P(=S)(N2CC2)N3CC3. Cell line: HS 578T. Synergy scores: CSS=11.7, Synergy_ZIP=-2.82, Synergy_Bliss=-0.764, Synergy_Loewe=-0.779, Synergy_HSA=0.824. (3) Drug 1: CC1=C(C(=CC=C1)Cl)NC(=O)C2=CN=C(S2)NC3=CC(=NC(=N3)C)N4CCN(CC4)CCO. Drug 2: CC1(CCCN1)C2=NC3=C(C=CC=C3N2)C(=O)N. Cell line: HT29. Synergy scores: CSS=41.7, Synergy_ZIP=6.47, Synergy_Bliss=5.98, Synergy_Loewe=-15.0, Synergy_HSA=3.59. (4) Drug 1: CC(C1=C(C=CC(=C1Cl)F)Cl)OC2=C(N=CC(=C2)C3=CN(N=C3)C4CCNCC4)N. Drug 2: CC1=CC=C(C=C1)C2=CC(=NN2C3=CC=C(C=C3)S(=O)(=O)N)C(F)(F)F. Cell line: MOLT-4. Synergy scores: CSS=46.4, Synergy_ZIP=0.783, Synergy_Bliss=3.99, Synergy_Loewe=-6.90, Synergy_HSA=3.03. (5) Drug 1: C1CCC(C1)C(CC#N)N2C=C(C=N2)C3=C4C=CNC4=NC=N3. Drug 2: N.N.Cl[Pt+2]Cl. Cell line: NCI-H460. Synergy scores: CSS=-0.967, Synergy_ZIP=0.575, Synergy_Bliss=1.53, Synergy_Loewe=-1.02, Synergy_HSA=-0.450. (6) Drug 1: CC1C(C(CC(O1)OC2CC(CC3=C2C(=C4C(=C3O)C(=O)C5=C(C4=O)C(=CC=C5)OC)O)(C(=O)C)O)N)O.Cl. Drug 2: CC=C1C(=O)NC(C(=O)OC2CC(=O)NC(C(=O)NC(CSSCCC=C2)C(=O)N1)C(C)C)C(C)C. Cell line: EKVX. Synergy scores: CSS=66.1, Synergy_ZIP=24.2, Synergy_Bliss=25.0, Synergy_Loewe=-2.35, Synergy_HSA=26.5. (7) Drug 1: CCC1=CC2CC(C3=C(CN(C2)C1)C4=CC=CC=C4N3)(C5=C(C=C6C(=C5)C78CCN9C7C(C=CC9)(C(C(C8N6C)(C(=O)OC)O)OC(=O)C)CC)OC)C(=O)OC.C(C(C(=O)O)O)(C(=O)O)O. Drug 2: CC1=CC2C(CCC3(C2CCC3(C(=O)C)OC(=O)C)C)C4(C1=CC(=O)CC4)C. Cell line: SW-620. Synergy scores: CSS=56.8, Synergy_ZIP=4.11, Synergy_Bliss=4.44, Synergy_Loewe=-52.1, Synergy_HSA=2.49.